This data is from Full USPTO retrosynthesis dataset with 1.9M reactions from patents (1976-2016). The task is: Predict the reactants needed to synthesize the given product. (1) Given the product [Cl:21][C:22]1[N:27]=[C:26]([NH:35][C:34]2[CH:36]=[CH:37][C:31]([Cl:30])=[C:32]([C:38]([F:41])([F:39])[F:40])[CH:33]=2)[C:25]([F:29])=[CH:24][N:23]=1, predict the reactants needed to synthesize it. The reactants are: ClC1N=C(NC2C=CC=C(C3NN=NN=3)C=2)C(F)=CN=1.[Cl:21][C:22]1[N:27]=[C:26](Cl)[C:25]([F:29])=[CH:24][N:23]=1.[Cl:30][C:31]1[CH:37]=[CH:36][C:34]([NH2:35])=[CH:33][C:32]=1[C:38]([F:41])([F:40])[F:39]. (2) Given the product [NH2:1][C:2]([C:4]1[CH:5]=[N:6][C:7]2[C:12]([C:13]=1[NH:14][C:15]1[CH:16]=[C:17]([C:25]([OH:27])=[O:26])[CH:18]=[C:19]([C:21]([OH:23])=[O:22])[CH:20]=1)=[CH:11][CH:10]=[C:9]([C:29]1[C:33]([CH3:34])=[N:32][NH:31][C:30]=1[CH3:35])[CH:8]=2)=[O:3], predict the reactants needed to synthesize it. The reactants are: [NH2:1][C:2]([C:4]1[CH:5]=[N:6][C:7]2[C:12]([C:13]=1[NH:14][C:15]1[CH:16]=[C:17]([C:25]([O:27]C)=[O:26])[CH:18]=[C:19]([C:21]([O:23]C)=[O:22])[CH:20]=1)=[CH:11][CH:10]=[C:9]([C:29]1[C:30]([CH3:35])=[N:31][NH:32][C:33]=1[CH3:34])[CH:8]=2)=[O:3].[OH-].[Na+]. (3) Given the product [CH2:13]([N:2]([CH3:1])[CH:3]1[CH2:12][CH2:11][C:6]2([O:7][CH2:8][CH2:9][O:10]2)[CH2:5][CH2:4]1)[C:14]1[CH:19]=[CH:18][CH:17]=[CH:16][CH:15]=1, predict the reactants needed to synthesize it. The reactants are: [CH3:1][NH:2][CH:3]1[CH2:12][CH2:11][C:6]2([O:10][CH2:9][CH2:8][O:7]2)[CH2:5][CH2:4]1.[CH:13](=O)[C:14]1[CH:19]=[CH:18][CH:17]=[CH:16][CH:15]=1.CC(O)=O.[BH-](OC(C)=O)(OC(C)=O)OC(C)=O.[Na+]. (4) Given the product [NH2:7][CH2:8][CH2:9][NH:10][C:11](=[O:35])[CH2:12][C@H:13]([NH:15][C@@H:16]([C:19]1[CH:24]=[CH:23][C:22]([Cl:25])=[C:21]([C:26](=[O:33])[C:27]2[CH:32]=[CH:31][CH:30]=[CH:29][CH:28]=2)[C:20]=1[F:34])[CH2:17][CH3:18])[CH3:14], predict the reactants needed to synthesize it. The reactants are: C(OC(=O)[NH:7][CH2:8][CH2:9][NH:10][C:11](=[O:35])[CH2:12][C@@H:13]([NH:15][C@@H:16]([C:19]1[CH:24]=[CH:23][C:22]([Cl:25])=[C:21]([C:26](=[O:33])[C:27]2[CH:32]=[CH:31][CH:30]=[CH:29][CH:28]=2)[C:20]=1[F:34])[CH2:17][CH3:18])[CH3:14])(C)(C)C.Cl.C(OCC)C. (5) Given the product [C:1]([C:5]1[CH:10]=[CH:9][CH:8]=[CH:7][C:6]=1[N:11]1[CH2:12][CH2:13][N:14]([C:17](=[O:33])[C:18]([NH:20][C:21]2[CH:22]=[CH:23][C:24]([CH2:27][CH2:28][C:29]([OH:31])=[O:30])=[CH:25][CH:26]=2)=[O:19])[CH2:15][CH2:16]1)([CH3:4])([CH3:2])[CH3:3], predict the reactants needed to synthesize it. The reactants are: [C:1]([C:5]1[CH:10]=[CH:9][CH:8]=[CH:7][C:6]=1[N:11]1[CH2:16][CH2:15][N:14]([C:17](=[O:33])[C:18]([NH:20][C:21]2[CH:26]=[CH:25][C:24]([CH2:27][CH2:28][C:29]([O:31]C)=[O:30])=[CH:23][CH:22]=2)=[O:19])[CH2:13][CH2:12]1)([CH3:4])([CH3:3])[CH3:2].[Li+].[OH-].Cl. (6) Given the product [ClH:8].[CH3:32][N:33]([CH3:47])[C:34]1([C:41]2[CH:46]=[CH:45][CH:44]=[CH:43][CH:42]=2)[CH2:39][CH2:38][CH:37]([NH:40][C:29](=[O:31])[CH2:28][C:21]2[C:22]3[C:27](=[CH:26][CH:25]=[CH:24][CH:23]=3)[NH:19][CH:20]=2)[CH2:36][CH2:35]1, predict the reactants needed to synthesize it. The reactants are: CN1CCOCC1.[Cl:8]C1N=C(OC)N=C(OC)N=1.[NH:19]1[C:27]2[C:22](=[CH:23][CH:24]=[CH:25][CH:26]=2)[C:21]([CH2:28][C:29]([OH:31])=O)=[CH:20]1.[CH3:32][N:33]([CH3:47])[C:34]1([C:41]2[CH:46]=[CH:45][CH:44]=[CH:43][CH:42]=2)[CH2:39][CH2:38][CH:37]([NH2:40])[CH2:36][CH2:35]1. (7) Given the product [N:73]([CH2:15][C@H:10]([C:11]([F:12])([F:14])[F:13])[C@H:9]([C@H:17]1[CH2:21][O:20][C:19]([CH3:23])([CH3:22])[N:18]1[C:24]([O:26][C:27]([CH3:28])([CH3:30])[CH3:29])=[O:25])[O:8][Si:1]([C:4]([CH3:6])([CH3:5])[CH3:7])([CH3:2])[CH3:3])=[N+:74]=[N-:75], predict the reactants needed to synthesize it. The reactants are: [Si:1]([O:8][C@@H:9]([C@H:17]1[CH2:21][O:20][C:19]([CH3:23])([CH3:22])[N:18]1[C:24]([O:26][C:27]([CH3:30])([CH3:29])[CH3:28])=[O:25])[C@H:10]([CH2:15]O)[C:11]([F:14])([F:13])[F:12])([C:4]([CH3:7])([CH3:6])[CH3:5])([CH3:3])[CH3:2].N(C(OC(C)C)=O)=NC(OC(C)C)=O.C1C=CC(P(C2C=CC=CC=2)C2C=CC=CC=2)=CC=1.C1C=CC(OP(OC2C=CC=CC=2)([N:73]=[N+:74]=[N-:75])=O)=CC=1.